Dataset: Full USPTO retrosynthesis dataset with 1.9M reactions from patents (1976-2016). Task: Predict the reactants needed to synthesize the given product. (1) Given the product [C:21]1([CH3:22])[CH:23]=[CH:24][C:18]([S:15]([N:1]2[CH:5]=[CH:4][N:3]=[C:2]2[CH:6]=[O:7])(=[O:17])=[O:16])=[CH:19][CH:20]=1, predict the reactants needed to synthesize it. The reactants are: [NH:1]1[CH:5]=[CH:4][N:3]=[C:2]1[CH:6]=[O:7].CCN(CC)CC.[S:15](Cl)([C:18]1[CH:24]=[CH:23][C:21]([CH3:22])=[CH:20][CH:19]=1)(=[O:17])=[O:16]. (2) Given the product [OH:14][N:13]=[C:7]([C:8](=[O:10])[CH3:9])[C:6]([C:2]1[S:1][CH:5]=[CH:4][CH:3]=1)=[O:11], predict the reactants needed to synthesize it. The reactants are: [S:1]1[CH:5]=[CH:4][CH:3]=[C:2]1[C:6](=[O:11])[CH2:7][C:8](=[O:10])[CH3:9].Cl.[N:13]([O-])=[O:14].[Na+]. (3) Given the product [C:15]([O:19][C:20]([N:22]1[CH2:28][CH2:27][CH2:26][C@@H:23]1[CH2:24][NH:12][C:11]1[CH:10]=[CH:9][C:8]([CH2:1][C:2]2[CH:3]=[CH:4][CH:5]=[CH:6][CH:7]=2)=[CH:14][CH:13]=1)=[O:21])([CH3:18])([CH3:16])[CH3:17], predict the reactants needed to synthesize it. The reactants are: [CH2:1]([C:8]1[CH:14]=[CH:13][C:11]([NH2:12])=[CH:10][CH:9]=1)[C:2]1[CH:7]=[CH:6][CH:5]=[CH:4][CH:3]=1.[C:15]([O:19][C:20]([N:22]1[CH2:28][CH2:27][CH2:26][C@@H:23]1[CH:24]=O)=[O:21])([CH3:18])([CH3:17])[CH3:16].C(O[BH-](OC(=O)C)OC(=O)C)(=O)C.[Na+].C(O)(=O)C. (4) The reactants are: [Cl:1][C:2]1[N:3]=[C:4]([NH:11][C:12]2[CH:16]=[C:15]([C:17]([O:19]C)=[O:18])[NH:14][N:13]=2)[C:5]2[O:10][CH:9]=[CH:8][C:6]=2[N:7]=1.[OH-].[Na+]. Given the product [Cl:1][C:2]1[N:3]=[C:4]([NH:11][C:12]2[CH:16]=[C:15]([C:17]([OH:19])=[O:18])[NH:14][N:13]=2)[C:5]2[O:10][CH:9]=[CH:8][C:6]=2[N:7]=1, predict the reactants needed to synthesize it. (5) Given the product [C:1]([SiH2:5][O:6][C:7]([CH3:17])([CH3:16])[C:8]1[N:13]=[C:12]([CH:14]=[O:15])[CH:11]=[CH:10][CH:9]=1)([CH3:4])([CH3:2])[CH3:3], predict the reactants needed to synthesize it. The reactants are: [C:1]([SiH2:5][O:6][C:7]([CH3:17])([CH3:16])[C:8]1[N:13]=[C:12]([CH2:14][OH:15])[CH:11]=[CH:10][CH:9]=1)([CH3:4])([CH3:3])[CH3:2].